Dataset: Full USPTO retrosynthesis dataset with 1.9M reactions from patents (1976-2016). Task: Predict the reactants needed to synthesize the given product. (1) Given the product [OH:1][C:2]1[C:11]([C:12](=[O:25])/[CH:13]=[CH:14]/[C:15]2[CH:20]=[CH:19][C:18]([OH:21])=[CH:17][CH:16]=2)=[C:10]([O:26][CH3:27])[CH:9]=[C:8]2[C:3]=1[CH:4]=[CH:5][C:6]([CH3:34])([CH2:28][CH2:29][CH:30]=[C:31]([CH3:33])[CH3:32])[O:7]2, predict the reactants needed to synthesize it. The reactants are: [OH:1][C:2]1[C:11]([C:12](=[O:25])/[CH:13]=[CH:14]/[C:15]2[CH:20]=[CH:19][C:18]([O:21]COC)=[CH:17][CH:16]=2)=[C:10]([O:26][CH3:27])[CH:9]=[C:8]2[C:3]=1[CH:4]=[CH:5][C:6]([CH3:34])([CH2:28][CH2:29][CH:30]=[C:31]([CH3:33])[CH3:32])[O:7]2. (2) Given the product [C:18]([O:1][CH:2]1[C@H:7]([CH3:8])[CH2:6][CH2:5][C@@H:4]([C:9]([OH:11])=[O:10])[CH2:3]1)(=[O:20])[CH3:19], predict the reactants needed to synthesize it. The reactants are: [OH:1][CH:2]1[C@H:7]([CH3:8])[CH2:6][CH2:5][C@@H:4]([C:9]([OH:11])=[O:10])[CH2:3]1.N1C=CC=CC=1.[C:18](OC(=O)C)(=[O:20])[CH3:19]. (3) Given the product [I:1][CH2:35][C:33]1[CH:32]=[CH:31][CH:30]=[C:29]([O:28][CH3:27])[N:34]=1, predict the reactants needed to synthesize it. The reactants are: [I:1]I.N1C=CN=C1.C1(P(C2C=CC=CC=2)C2C=CC=CC=2)C=CC=CC=1.[CH3:27][O:28][C:29]1[N:34]=[C:33]([CH2:35]O)[CH:32]=[CH:31][CH:30]=1. (4) Given the product [I:12][C:3]1[CH:4]=[C:5]([S:8]([CH3:11])(=[O:10])=[O:9])[CH:6]=[CH:7][C:2]=1[CH:13]([CH3:15])[CH3:14], predict the reactants needed to synthesize it. The reactants are: F[C:2]1[CH:7]=[CH:6][C:5]([S:8]([CH3:11])(=[O:10])=[O:9])=[CH:4][C:3]=1[I:12].[CH:13](C1C=CC(S(C)(=O)=O)=CC=1N)([CH3:15])[CH3:14]. (5) Given the product [CH2:40]([N:30]([CH2:23][C:24]1[CH:29]=[CH:28][CH:27]=[CH:26][CH:25]=1)[C:31](=[O:39])[C:32]1[CH:37]=[C:36]([N:3]2[C@H:4]3[CH2:22][CH2:21][CH2:20][CH2:19][C@@H:5]3[N:6]([C:7]3[CH:14]=[CH:13][C:10]([C:11]#[N:12])=[C:9]([C:15]([F:18])([F:16])[F:17])[CH:8]=3)[C:2]2=[O:1])[CH:35]=[CH:34][N:33]=1)[C:41]1[CH:42]=[CH:43][CH:44]=[CH:45][CH:46]=1, predict the reactants needed to synthesize it. The reactants are: [O:1]=[C:2]1[N:6]([C:7]2[CH:14]=[CH:13][C:10]([C:11]#[N:12])=[C:9]([C:15]([F:18])([F:17])[F:16])[CH:8]=2)[C@H:5]2[CH2:19][CH2:20][CH2:21][CH2:22][C@@H:4]2[NH:3]1.[CH2:23]([N:30]([CH2:40][C:41]1[CH:46]=[CH:45][CH:44]=[CH:43][CH:42]=1)[C:31](=[O:39])[C:32]1[CH:37]=[C:36](Br)[CH:35]=[CH:34][N:33]=1)[C:24]1[CH:29]=[CH:28][CH:27]=[CH:26][CH:25]=1. (6) Given the product [O:36]1[CH:37]=[CH:38][C:34]([C@H:33]([C:39]2[CH:44]=[CH:43][C:42]([O:45][CH2:2][C:3]3[S:4][C:5]([C:8]4[CH:13]=[CH:12][C:11]([C:14]([F:17])([F:16])[F:15])=[CH:10][CH:9]=4)=[CH:6][CH:7]=3)=[CH:41][CH:40]=2)[CH2:32][C:31]([N:26]2[C@@H:25]([CH2:18][C:19]3[CH:24]=[CH:23][CH:22]=[CH:21][CH:20]=3)[CH2:29][O:28][C:27]2=[O:30])=[O:46])=[N:35]1, predict the reactants needed to synthesize it. The reactants are: Cl[CH2:2][C:3]1[S:4][C:5]([C:8]2[CH:13]=[CH:12][C:11]([C:14]([F:17])([F:16])[F:15])=[CH:10][CH:9]=2)=[CH:6][CH:7]=1.[CH2:18]([C@H:25]1[CH2:29][O:28][C:27](=[O:30])[N:26]1[C:31](=[O:46])[CH2:32][C@@H:33]([C:39]1[CH:44]=[CH:43][C:42]([OH:45])=[CH:41][CH:40]=1)[C:34]1[CH:38]=[CH:37][O:36][N:35]=1)[C:19]1[CH:24]=[CH:23][CH:22]=[CH:21][CH:20]=1.C([O-])([O-])=O.[Cs+].[Cs+]. (7) Given the product [C:22]([O:21][C:20](=[O:26])[NH:19][CH2:18][C:16]1[CH:17]=[C:12]([O:10][C:7]2[CH:8]=[CH:9][C:4]3[CH2:3][CH2:2][O:1][C:5]=3[CH:6]=2)[CH:13]=[CH:14][C:15]=1[N+:27]([O-:29])=[O:28])([CH3:25])([CH3:23])[CH3:24], predict the reactants needed to synthesize it. The reactants are: [O:1]1[C:5]2[CH:6]=[C:7]([OH:10])[CH:8]=[CH:9][C:4]=2[CH2:3][CH2:2]1.Cl[C:12]1[CH:13]=[CH:14][C:15]([N+:27]([O-:29])=[O:28])=[C:16]([CH2:18][NH:19][C:20](=[O:26])[O:21][C:22]([CH3:25])([CH3:24])[CH3:23])[CH:17]=1.[H-].[Na+].